This data is from Full USPTO retrosynthesis dataset with 1.9M reactions from patents (1976-2016). The task is: Predict the reactants needed to synthesize the given product. (1) Given the product [CH3:38][N:37]([CH3:39])[CH2:36][CH2:35][N:13]1[CH:14]=[C:10]([C:8]2[O:9][C:5]3[CH:4]=[C:3]([O:2][CH3:1])[CH:30]=[CH:29][C:6]=3[C:7]=2[C:15]([C:17]2[CH:18]=[C:19]([O:27][CH3:28])[C:20]([O:25][CH3:26])=[C:21]([O:23][CH3:24])[CH:22]=2)=[O:16])[CH:11]=[N:12]1, predict the reactants needed to synthesize it. The reactants are: [CH3:1][O:2][C:3]1[CH:30]=[CH:29][C:6]2[C:7]([C:15]([C:17]3[CH:22]=[C:21]([O:23][CH3:24])[C:20]([O:25][CH3:26])=[C:19]([O:27][CH3:28])[CH:18]=3)=[O:16])=[C:8]([C:10]3[CH:11]=[N:12][NH:13][CH:14]=3)[O:9][C:5]=2[CH:4]=1.[H-].[Na+].Cl.Cl[CH2:35][CH2:36][N:37]([CH3:39])[CH3:38]. (2) The reactants are: [N:1]1([C:10]([O:12][C:13]([CH3:16])([CH3:15])[CH3:14])=[O:11])[CH2:6][CH2:5][CH:4]([C:7]([O-:9])=O)[CH2:3][CH2:2]1.[NH2:17][CH:18]([C:27]1[CH:32]=[CH:31][CH:30]=[CH:29][CH:28]=1)[CH:19]([C:21]1[CH:26]=[CH:25][CH:24]=[CH:23][CH:22]=1)O. Given the product [C:27]1([C:18]2[N:17]=[C:7]([CH:4]3[CH2:3][CH2:2][N:1]([C:10]([O:12][C:13]([CH3:16])([CH3:15])[CH3:14])=[O:11])[CH2:6][CH2:5]3)[O:9][C:19]=2[C:21]2[CH:22]=[CH:23][CH:24]=[CH:25][CH:26]=2)[CH:28]=[CH:29][CH:30]=[CH:31][CH:32]=1, predict the reactants needed to synthesize it. (3) Given the product [CH2:28]([O:27][C:25]([CH:3]([CH:2]([NH2:1])[CH2:7][C:8]([OH:10])=[O:9])[C:4]([OH:6])=[O:5])=[O:26])[CH:29]=[CH2:30], predict the reactants needed to synthesize it. The reactants are: [NH2:1][CH:2]([CH2:7][C:8]([OH:10])=[O:9])[CH2:3][C:4]([OH:6])=[O:5].C(N(CC)CC)C.[C:25](O[C:25]([O:27][CH2:28][CH:29]=[CH2:30])=[O:26])(=[O:26])[O:27][CH2:28][CH:29]=[CH2:30]. (4) Given the product [OH:35][CH:2]([C:26]1[CH:31]=[CH:30][CH:29]=[CH:28][CH:27]=1)[CH2:3][CH2:4][CH:5]1[C:8](=[O:9])[N:7]([C:10]2[CH:17]=[CH:16][C:13]([C:14]#[N:15])=[CH:12][CH:11]=2)[CH:6]1[C:18]1[CH:23]=[CH:22][C:21]([O:24][CH3:25])=[CH:20][CH:19]=1, predict the reactants needed to synthesize it. The reactants are: Br[CH:2]([C:26]1[CH:31]=[CH:30][CH:29]=[CH:28][CH:27]=1)[CH2:3][CH2:4][CH:5]1[C:8](=[O:9])[N:7]([C:10]2[CH:17]=[CH:16][C:13]([C:14]#[N:15])=[CH:12][CH:11]=2)[CH:6]1[C:18]1[CH:23]=[CH:22][C:21]([O:24][CH3:25])=[CH:20][CH:19]=1.FC(F)(F)C([O-])=[O:35].C([N+](CCCC)(CCCC)CCCC)CCC. (5) Given the product [CH3:13][O:1][N:2]1[C:7](=[O:8])[CH:6]=[CH:5][C:4]([C:9]([O:11][CH3:12])=[O:10])=[CH:3]1, predict the reactants needed to synthesize it. The reactants are: [OH:1][N:2]1[C:7](=[O:8])[CH:6]=[CH:5][C:4]([C:9]([O:11][CH3:12])=[O:10])=[CH:3]1.[C:13](=O)([O-])[O-].[K+].[K+].CI.CO. (6) Given the product [F:1][C:2]1[C:10]([F:11])=[CH:9][C:5]([C:6]([NH:23][C:19]([CH3:20])([C:21]#[CH:22])[CH3:18])=[O:8])=[C:4]([NH:12][CH2:13][C:14]([F:17])([F:16])[F:15])[CH:3]=1, predict the reactants needed to synthesize it. The reactants are: [F:1][C:2]1[C:10]([F:11])=[CH:9][C:5]([C:6]([OH:8])=O)=[C:4]([NH:12][CH2:13][C:14]([F:17])([F:16])[F:15])[CH:3]=1.[CH3:18][C:19]([NH2:23])([C:21]#[CH:22])[CH3:20].CCN=C=NCCCN(C)C.CCN(C(C)C)C(C)C.C1C=CC2N(O)N=NC=2C=1.